This data is from Reaction yield outcomes from USPTO patents with 853,638 reactions. The task is: Predict the reaction yield, written as a fraction of the theoretical maximum amount of product (1.0 means a 100% yield; for example, 0.34 means a 34% yield). (1) The reactants are [F:1][C:2]1([F:30])[CH2:7][CH2:6][N:5]([C:8]2[CH:13]=[CH:12][C:11]([C:14]3[N:18]=[C:17]([C:19]4[CH:24]=[CH:23][C:22](F)=[CH:21][CH:20]=4)[O:16][N:15]=3)=[CH:10][C:9]=2[C:26]([F:29])([F:28])[F:27])[CH2:4][CH2:3]1.[NH2:31][C@H:32]1[CH2:36][CH2:35][C@@H:34]([C:37]([OH:39])=[O:38])[CH2:33]1.C(=O)([O-])[O-].[K+].[K+].CN(C=O)C. The catalyst is CS(C)=O.CC#N. The product is [F:30][C:2]1([F:1])[CH2:7][CH2:6][N:5]([C:8]2[CH:13]=[CH:12][C:11]([C:14]3[N:18]=[C:17]([C:19]4[CH:20]=[CH:21][C:22]([NH:31][C@H:32]5[CH2:36][CH2:35][C@@H:34]([C:37]([OH:39])=[O:38])[CH2:33]5)=[CH:23][CH:24]=4)[O:16][N:15]=3)=[CH:10][C:9]=2[C:26]([F:29])([F:28])[F:27])[CH2:4][CH2:3]1. The yield is 0.385. (2) The reactants are [CH3:1][O:2][C:3](=[O:21])/[C:4](/[CH2:13][C:14]1[CH:19]=[CH:18][C:17]([OH:20])=[CH:16][CH:15]=1)=[C:5](/[CH:10]([CH3:12])[CH3:11])\[C:6]([O:8][CH3:9])=[O:7].C(=O)([O-])[O-].[K+].[K+].Br[CH2:29][C:30]([O:32][CH3:33])=[O:31].C1(C)C=CC=CC=1.C(OCC)(=O)C. The catalyst is C1(C)C=CC=CC=1.O. The product is [CH3:9][O:8][C:6](=[O:7])/[C:5](/[CH:10]([CH3:11])[CH3:12])=[C:4](/[CH2:13][C:14]1[CH:15]=[CH:16][C:17]([O:20][CH2:29][C:30]([O:32][CH3:33])=[O:31])=[CH:18][CH:19]=1)\[C:3]([O:2][CH3:1])=[O:21]. The yield is 0.820. (3) The reactants are [C:1]([C@@H:4]([NH:12][C:13](=[O:22])[O:14]CC1C=CN=CC=1)[CH2:5][C:6]1[CH:11]=[CH:10][CH:9]=[CH:8][CH:7]=1)([OH:3])=O.CC[N:25]([CH:29]([CH3:31])C)[CH:26]([CH3:28])C.CN(C(ON1N=N[C:42]2C=CC=C[C:41]1=2)=[N+](C)C)C.[B-](F)(F)(F)F.[CH2:54]([NH2:59])[CH2:55][CH:56]([CH3:58])[CH3:57].[ClH:60].CCOCC. The catalyst is CN(C=O)C.C(#N)C. The product is [ClH:60].[N:25]1[CH:26]=[CH:28][C:41]([CH2:42][N:12]([C@@H:4]([CH2:5][C:6]2[CH:7]=[CH:8][CH:9]=[CH:10][CH:11]=2)[C:1]([NH:59][CH2:54][CH2:55][CH:56]([CH3:58])[CH3:57])=[O:3])[C:13](=[O:22])[OH:14])=[CH:31][CH:29]=1. The yield is 0.540. (4) The reactants are [NH2:1][C@H:2]([C:6]([OH:8])=[O:7])[CH2:3][CH2:4][OH:5].C1CCN2C(=NCCC2)CC1.[C:20]([Si:24](Cl)([CH3:26])[CH3:25])([CH3:23])([CH3:22])[CH3:21]. The catalyst is C(#N)C. The product is [Si:24]([O:7][C:6](=[O:8])[C@H:2]([CH2:3][CH2:4][OH:5])[NH2:1])([C:20]([CH3:23])([CH3:22])[CH3:21])([CH3:26])[CH3:25]. The yield is 0.920. (5) The reactants are [C:1]([O:5][C:6]([N:8]([CH2:17][CH2:18][C:19]([OH:21])=O)[CH2:9][CH2:10][CH:11]1[CH2:16][CH2:15][CH2:14][CH2:13][CH2:12]1)=[O:7])([CH3:4])([CH3:3])[CH3:2].C[N:23]1CCOCC1.ClC(OCC(C)C)=O.N. The catalyst is O1CCCC1.C(Cl)(Cl)Cl. The product is [C:1]([O:5][C:6]([N:8]([CH2:17][CH2:18][C:19]([NH2:23])=[O:21])[CH2:9][CH2:10][CH:11]1[CH2:16][CH2:15][CH2:14][CH2:13][CH2:12]1)=[O:7])([CH3:4])([CH3:3])[CH3:2]. The yield is 0.580. (6) The reactants are [CH2:1]1[C:9]2[C:4](=[CH:5][CH:6]=[CH:7][CH:8]=2)[CH2:3][CH:2]1[NH:10][C:11]1[N:12]=[CH:13][C:14]2[CH2:20][NH:19][CH2:18][CH2:17][C:15]=2[N:16]=1.[NH:21]1[CH:25]=[CH:24][C:23]([C:26](O)=[O:27])=[CH:22]1.C(N(C(C)C)CC)(C)C.CCCP1(OP(CCC)(=O)OP(CCC)(=O)O1)=O. The catalyst is CN(C)C=O. The product is [CH2:1]1[C:9]2[C:4](=[CH:5][CH:6]=[CH:7][CH:8]=2)[CH2:3][CH:2]1[NH:10][C:11]1[N:12]=[CH:13][C:14]2[CH2:20][N:19]([C:26]([C:23]3[CH:24]=[CH:25][NH:21][CH:22]=3)=[O:27])[CH2:18][CH2:17][C:15]=2[N:16]=1. The yield is 0.310. (7) The reactants are [C:1]1([CH:7]2[CH2:9][CH:8]2[C:10]([OH:12])=O)[CH:6]=[CH:5][CH:4]=[CH:3][CH:2]=1.[F:13][C:14]1[CH:20]=[CH:19][C:17]([NH2:18])=[CH:16][CH:15]=1. No catalyst specified. The product is [F:13][C:14]1[CH:20]=[CH:19][C:17]([NH:18][C:10]([C@@H:8]2[CH2:9][C@H:7]2[C:1]2[CH:2]=[CH:3][CH:4]=[CH:5][CH:6]=2)=[O:12])=[CH:16][CH:15]=1. The yield is 0.940.